From a dataset of Reaction yield outcomes from USPTO patents with 853,638 reactions. Predict the reaction yield, written as a fraction of the theoretical maximum amount of product (1.0 means a 100% yield; for example, 0.34 means a 34% yield). (1) The reactants are [F:1][C:2]1[C:10]([O:11][C:12]2[C:21]3[C:16](=[CH:17][C:18]([O:24][CH2:25][CH2:26][CH2:27][N:28]4[CH2:33][CH2:32][N:31](C(OC(C)(C)C)=O)[CH2:30][CH2:29]4)=[C:19]([O:22][CH3:23])[CH:20]=3)[N:15]=[CH:14][N:13]=2)=[CH:9][CH:8]=[C:7]2[C:3]=1[CH:4]=[C:5]([CH3:41])[NH:6]2.Cl. The yield is 0.960. The product is [F:1][C:2]1[C:10]([O:11][C:12]2[C:21]3[C:16](=[CH:17][C:18]([O:24][CH2:25][CH2:26][CH2:27][N:28]4[CH2:33][CH2:32][NH:31][CH2:30][CH2:29]4)=[C:19]([O:22][CH3:23])[CH:20]=3)[N:15]=[CH:14][N:13]=2)=[CH:9][CH:8]=[C:7]2[C:3]=1[CH:4]=[C:5]([CH3:41])[NH:6]2. The catalyst is O1CCOCC1. (2) The reactants are [NH2:1][C:2]1[N:6]([C:7]2[C:12]([Cl:13])=[CH:11][C:10]([Cl:14])=[CH:9][C:8]=2[Cl:15])[N:5]=[C:4]([CH:16]([CH3:18])[CH3:17])[C:3]=1[C:19]([NH2:21])=[O:20].[CH3:22][O:23][C:24]1[CH:29]=[CH:28][C:27]([CH2:30][C:31](OC)=O)=[CH:26][CH:25]=1.CC[O-].[Na+].CC(O)=O. The catalyst is C(O)C. The product is [Cl:13][C:12]1[CH:11]=[C:10]([Cl:14])[CH:9]=[C:8]([Cl:15])[C:7]=1[N:6]1[C:2]2=[N:1][C:31]([CH2:30][C:27]3[CH:28]=[CH:29][C:24]([O:23][CH3:22])=[CH:25][CH:26]=3)=[N:21][C:19](=[O:20])[C:3]2=[C:4]([CH:16]([CH3:18])[CH3:17])[NH:5]1. The yield is 0.400. (3) The product is [NH2:8][C:9]1[CH:14]=[CH:13][C:12]([C:15]([CH3:18])([CH3:17])[CH3:16])=[C:11]([NH:19][C:20]([C:22]2[C:31](=[O:32])[C:30]3[C:25](=[CH:26][CH:27]=[CH:28][CH:29]=3)[NH:24][CH:23]=2)=[O:21])[CH:10]=1. The catalyst is C(Cl)Cl. The reactants are C(OC([NH:8][C:9]1[CH:14]=[CH:13][C:12]([C:15]([CH3:18])([CH3:17])[CH3:16])=[C:11]([NH:19][C:20]([C:22]2[C:31](=[O:32])[C:30]3[C:25](=[CH:26][CH:27]=[CH:28][CH:29]=3)[NH:24][CH:23]=2)=[O:21])[CH:10]=1)=O)(C)(C)C.C(O)(C(F)(F)F)=O. The yield is 0.560. (4) The reactants are N1C=CC=CC=1.[NH2:7][C:8]1[N:13]=[C:12]([S:14][C@H:15]([C:17]2[CH:22]=[CH:21][CH:20]=[CH:19][CH:18]=2)[CH3:16])[N:11]=[C:10]([OH:23])[CH:9]=1.[C:24]([S-:26])#[N:25].[K+].BrBr. The catalyst is CN(C=O)C.O. The product is [NH2:25][C:24]1[S:26][C:9]2[C:10]([OH:23])=[N:11][C:12]([S:14][C@H:15]([C:17]3[CH:18]=[CH:19][CH:20]=[CH:21][CH:22]=3)[CH3:16])=[N:13][C:8]=2[N:7]=1. The yield is 0.650. (5) The reactants are [Br:1][C:2]1[S:6][C:5]([CH2:7][NH:8][S:9]([CH2:12][C:13]2[CH:18]=[CH:17][CH:16]=[CH:15][CH:14]=2)(=[O:11])=[O:10])=[CH:4][CH:3]=1.[H-].[Na+].Br[CH2:22][CH:23]([CH3:25])[CH3:24].O. The catalyst is CN(C)C(=O)C.CCOC(C)=O. The product is [Br:1][C:2]1[S:6][C:5]([CH2:7][N:8]([CH2:22][CH:23]([CH3:25])[CH3:24])[S:9]([CH2:12][C:13]2[CH:14]=[CH:15][CH:16]=[CH:17][CH:18]=2)(=[O:10])=[O:11])=[CH:4][CH:3]=1. The yield is 0.820. (6) The reactants are [CH2:1]([N:8]1[CH2:13][CH2:12][NH:11][CH:10]([CH2:14][OH:15])[CH2:9]1)[C:2]1[CH:7]=[CH:6][CH:5]=[CH:4][CH:3]=1.O.C(=O)([O-])[O-].[K+].[K+].Cl[CH2:24][C:25](Cl)=[O:26]. The catalyst is O1CCCC1. The product is [CH2:1]([N:8]1[CH2:13][CH2:12][N:11]2[CH:10]([CH2:14][O:15][CH2:24][C:25]2=[O:26])[CH2:9]1)[C:2]1[CH:3]=[CH:4][CH:5]=[CH:6][CH:7]=1. The yield is 0.350. (7) The reactants are [N:1]1[C:10]2[C:5](=[CH:6][C:7]([C:11]([OH:13])=O)=[CH:8][CH:9]=2)[CH:4]=[CH:3][CH:2]=1.C(N(CC)CC)C.O.ON1C2C=CC=CC=2N=N1.Cl.CN(C)CCCN=C=NCC.[NH2:44][CH2:45][CH2:46][CH2:47][CH2:48][OH:49]. The catalyst is ClCCl. The product is [OH:49][CH2:48][CH2:47][CH2:46][CH2:45][NH:44][C:11]([C:7]1[CH:6]=[C:5]2[C:10](=[CH:9][CH:8]=1)[N:1]=[CH:2][CH:3]=[CH:4]2)=[O:13]. The yield is 0.970.